This data is from Peptide-MHC class II binding affinity with 134,281 pairs from IEDB. The task is: Regression. Given a peptide amino acid sequence and an MHC pseudo amino acid sequence, predict their binding affinity value. This is MHC class II binding data. (1) The peptide sequence is AFKVAAVAANAAPAN. The MHC is HLA-DPA10103-DPB10301 with pseudo-sequence HLA-DPA10103-DPB10301. The binding affinity (normalized) is 0.862. (2) The peptide sequence is YLMDEEVPAYDKH. The MHC is DRB1_0401 with pseudo-sequence DRB1_0401. The binding affinity (normalized) is 0.376. (3) The peptide sequence is VAEAAGKTKEGVLYV. The MHC is HLA-DQA10501-DQB10301 with pseudo-sequence HLA-DQA10501-DQB10301. The binding affinity (normalized) is 0.517. (4) The peptide sequence is LLGSKRILDGIRSID. The MHC is DRB1_0101 with pseudo-sequence DRB1_0101. The binding affinity (normalized) is 0.376. (5) The peptide sequence is KDLFNTKSDSIYQ. The MHC is DRB1_1501 with pseudo-sequence DRB1_1501. The binding affinity (normalized) is 0.0220. (6) The peptide sequence is GEEYLILSARDVLAV. The MHC is DRB3_0101 with pseudo-sequence DRB3_0101. The binding affinity (normalized) is 0.594. (7) The peptide sequence is KKLALSLASVAMCRTPF. The MHC is DRB3_0202 with pseudo-sequence DRB3_0202. The binding affinity (normalized) is 0. (8) The peptide sequence is VIDWLVSNQSVRNRQEGLY. The MHC is HLA-DQA10501-DQB10201 with pseudo-sequence HLA-DQA10501-DQB10201. The binding affinity (normalized) is 0.251. (9) The binding affinity (normalized) is 0.819. The peptide sequence is KQKLALGGSIAVKIT. The MHC is DRB1_0701 with pseudo-sequence DRB1_0701.